From a dataset of Forward reaction prediction with 1.9M reactions from USPTO patents (1976-2016). Predict the product of the given reaction. (1) Given the reactants C([O:3][C:4](=O)[CH2:5][C:6]1([CH2:19][N+:20]([O-])=O)[CH2:11][CH2:10][N:9]([C:12]([O:14][C:15]([CH3:18])([CH3:17])[CH3:16])=[O:13])[CH2:8][CH2:7]1)C, predict the reaction product. The product is: [O:3]=[C:4]1[CH2:5][C:6]2([CH2:11][CH2:10][N:9]([C:12]([O:14][C:15]([CH3:18])([CH3:17])[CH3:16])=[O:13])[CH2:8][CH2:7]2)[CH2:19][NH:20]1. (2) Given the reactants Cl[C:2]1[CH:7]=[CH:6][C:5]([O:8][CH3:9])=[CH:4][C:3]=1[N+:10]([O-:12])=[O:11].[C:13]([NH:20][CH:21]1[CH2:26][CH2:25][NH:24][CH2:23][CH2:22]1)([O:15][C:16]([CH3:19])([CH3:18])[CH3:17])=[O:14], predict the reaction product. The product is: [CH3:9][O:8][C:5]1[CH:6]=[CH:7][C:2]([N:24]2[CH2:23][CH2:22][CH:21]([NH:20][C:13](=[O:14])[O:15][C:16]([CH3:18])([CH3:17])[CH3:19])[CH2:26][CH2:25]2)=[C:3]([N+:10]([O-:12])=[O:11])[CH:4]=1. (3) Given the reactants C(OC([N:6]=[S:7]([C:10]1[CH:11]=[C:12]([CH:34]=[CH:35][CH:36]=1)[CH2:13][O:14][C:15]1[CH:24]=[C:23]2[C:18]([C:19]([NH:25][CH:26]([CH3:28])[CH3:27])=[N:20][CH:21]=[N:22]2)=[CH:17][C:16]=1[C:29]([O:31]CC)=[O:30])([CH3:9])=[O:8])=O)C.[O-]CC.[Na+], predict the reaction product. The product is: [CH:26]([NH:25][C:19]1[C:18]2[C:23](=[CH:24][C:15]([O:14][CH2:13][C:12]3[CH:34]=[CH:35][CH:36]=[C:10]([S:7]([CH3:9])(=[NH:6])=[O:8])[CH:11]=3)=[C:16]([C:29]([OH:31])=[O:30])[CH:17]=2)[N:22]=[CH:21][N:20]=1)([CH3:28])[CH3:27].